The task is: Predict the reaction yield, written as a fraction of the theoretical maximum amount of product (1.0 means a 100% yield; for example, 0.34 means a 34% yield).. This data is from Reaction yield outcomes from USPTO patents with 853,638 reactions. (1) The reactants are C(N(CC)CC)C.[OH:8][CH:9]1[CH2:14][CH2:13][S:12](=[O:16])(=[O:15])[CH2:11][CH2:10]1.[CH3:17][S:18](Cl)(=[O:20])=[O:19]. The catalyst is ClCCl.C(OCC)(=O)C. The product is [CH3:17][S:18]([O:8][CH:9]1[CH2:14][CH2:13][S:12](=[O:16])(=[O:15])[CH2:11][CH2:10]1)(=[O:20])=[O:19]. The yield is 0.950. (2) The reactants are Br[C:2]1[CH:7]=[CH:6][C:5]([CH:8]([NH:10][C:11](=[O:17])[O:12][C:13]([CH3:16])([CH3:15])[CH3:14])[CH3:9])=[CH:4][CH:3]=1.C([Li])CCC.C(N(CC)[C:26](=[O:31])[C:27]([F:30])([F:29])[F:28])C. The product is [F:28][C:27]([F:30])([F:29])[C:26]([C:2]1[CH:7]=[CH:6][C:5]([CH:8]([NH:10][C:11](=[O:17])[O:12][C:13]([CH3:16])([CH3:15])[CH3:14])[CH3:9])=[CH:4][CH:3]=1)=[O:31]. The yield is 0.460. The catalyst is C1COCC1. (3) The product is [F:1][C:2]([F:7])([F:6])[C:3]([OH:5])=[O:4].[F:24][C:9]1([F:8])[CH2:12][CH:11]([O:13][C:14]2[CH:19]=[CH:18][N:17]=[C:16]([CH2:20][C:21]([NH:23][C:26]3[N:31]=[N:30][C:29]([CH2:32][CH2:33][CH2:34][CH2:35][N:36]4[CH:40]=[C:39]([C:41]([NH:43][CH3:44])=[O:42])[N:38]=[N:37]4)=[CH:28][CH:27]=3)=[O:22])[CH:15]=2)[CH2:10]1. The yield is 0.190. The reactants are [F:1][C:2]([F:7])([F:6])[C:3]([OH:5])=[O:4].[F:8][C:9]1([F:24])[CH2:12][CH:11]([O:13][C:14]2[CH:19]=[CH:18][N:17]=[C:16]([CH2:20][C:21]([NH2:23])=[O:22])[CH:15]=2)[CH2:10]1.Br[C:26]1[N:31]=[N:30][C:29]([CH2:32][CH2:33][CH2:34][CH2:35][N:36]2[CH:40]=[C:39]([C:41]([NH:43][CH3:44])=[O:42])[N:38]=[N:37]2)=[CH:28][CH:27]=1.CC1(C)C2C(=C(P(C3C=CC=CC=3)C3C=CC=CC=3)C=CC=2)OC2C(P(C3C=CC=CC=3)C3C=CC=CC=3)=CC=CC1=2.C([O-])([O-])=O.[Cs+].[Cs+]. The catalyst is O1CCOCC1.C1C=CC([P]([Pd]([P](C2C=CC=CC=2)(C2C=CC=CC=2)C2C=CC=CC=2)([P](C2C=CC=CC=2)(C2C=CC=CC=2)C2C=CC=CC=2)[P](C2C=CC=CC=2)(C2C=CC=CC=2)C2C=CC=CC=2)(C2C=CC=CC=2)C2C=CC=CC=2)=CC=1. (4) The reactants are [CH3:1][S:2]([NH2:5])(=[O:4])=[O:3].[H-].[Na+].[F:8][C:9]1[CH:36]=[C:35]([F:37])[CH:34]=[CH:33][C:10]=1[O:11][C:12]1[C:13]([C:22]2[C:23]3[CH:32]=[CH:31][O:30][C:24]=3[C:25](=[O:29])[N:26]([CH3:28])[CH:27]=2)=[N:14][C:15](S(C)(=O)=O)=[N:16][CH:17]=1. The catalyst is CN(C=O)C. The product is [F:8][C:9]1[CH:36]=[C:35]([F:37])[CH:34]=[CH:33][C:10]=1[O:11][C:12]1[C:13]([C:22]2[C:23]3[CH:32]=[CH:31][O:30][C:24]=3[C:25](=[O:29])[N:26]([CH3:28])[CH:27]=2)=[N:14][C:15]([NH:5][S:2]([CH3:1])(=[O:4])=[O:3])=[N:16][CH:17]=1. The yield is 0.700. (5) The yield is 1.00. No catalyst specified. The product is [ClH:28].[CH3:18][O:17][C:11]1[CH:12]=[C:13]2[C:8](=[C:9]([N:19]3[CH2:24][CH2:23][N:22]([CH3:25])[CH2:21][CH2:20]3)[CH:10]=1)[O:7][C:6]([C:4]([OH:5])=[O:3])=[CH:15][C:14]2=[O:16]. The reactants are C([O:3][C:4]([C:6]1[O:7][C:8]2[C:13]([C:14](=[O:16])[CH:15]=1)=[CH:12][C:11]([O:17][CH3:18])=[CH:10][C:9]=2[N:19]1[CH2:24][CH2:23][N:22]([CH3:25])[CH2:21][CH2:20]1)=[O:5])C.CO.[ClH:28]. (6) The reactants are S(Cl)([Cl:4])(=O)=O.[CH2:6]([O:8][C:9](=[O:18])[CH2:10][C:11](=[O:17])[C:12]([CH3:16])([CH3:15])[CH:13]=[CH2:14])[CH3:7]. The catalyst is C(Cl)(Cl)Cl. The product is [CH2:6]([O:8][C:9](=[O:18])[CH:10]([Cl:4])[C:11](=[O:17])[C:12]([CH3:16])([CH3:15])[CH:13]=[CH2:14])[CH3:7]. The yield is 0.930. (7) The reactants are [NH2:1][C:2]1[S:6][N:5]=[C:4]([CH3:7])[C:3]=1[C:8]([NH:10][C:11]1[CH:16]=[CH:15][C:14]([Cl:17])=[C:13]([F:18])[CH:12]=1)=[O:9].Cl[C:20]1[CH:25]=[N:24][CH:23]=[C:22]([C:26]2[O:27][CH:28]=[CH:29][N:30]=2)[N:21]=1.C(=O)([O-])[O-].[Cs+].[Cs+].CC1(C)C2C(=C(P(C3C=CC=CC=3)C3C=CC=CC=3)C=CC=2)OC2C(P(C3C=CC=CC=3)C3C=CC=CC=3)=CC=CC1=2. The catalyst is O1CCOCC1.CN(C=O)C.C([O-])(=O)C.[Pd+2].C([O-])(=O)C. The product is [Cl:17][C:14]1[CH:15]=[CH:16][C:11]([NH:10][C:8]([C:3]2[C:4]([CH3:7])=[N:5][S:6][C:2]=2[NH:1][C:20]2[CH:25]=[N:24][CH:23]=[C:22]([C:26]3[O:27][CH:28]=[CH:29][N:30]=3)[N:21]=2)=[O:9])=[CH:12][C:13]=1[F:18]. The yield is 0.0700. (8) The reactants are [CH3:1][S:2]([C:5]1[N:13]2[C:8]([C:9]3([CH2:22][CH2:21][N:20](C(OC(C)(C)C)=O)[CH2:19][CH2:18]3)[O:10][C:11]3[CH:17]=[CH:16][CH:15]=[CH:14][C:12]=32)=[CH:7][CH:6]=1)(=[O:4])=[O:3].C(O)(C(F)(F)F)=O. The catalyst is ClCCl. The product is [CH3:1][S:2]([C:5]1[N:13]2[C:8]([C:9]3([CH2:22][CH2:21][NH:20][CH2:19][CH2:18]3)[O:10][C:11]3[CH:17]=[CH:16][CH:15]=[CH:14][C:12]=32)=[CH:7][CH:6]=1)(=[O:4])=[O:3]. The yield is 0.990. (9) The reactants are [C:1]([OH:24])(=O)[CH:2]=[CH:3][CH:4]=[CH:5][CH:6]=[CH:7][CH:8]=[CH:9][CH:10]=[CH:11][CH:12]=[CH:13][CH2:14][CH2:15][CH2:16][CH2:17][CH2:18][CH2:19][CH2:20][CH2:21][CH3:22].[NH2:25][C:26]1[CH:31]=[CH:30][N:29]=[CH:28][CH:27]=1.C1CCC(N=C=NC2CCCCC2)CC1. No catalyst specified. The product is [N:29]1[CH:30]=[CH:31][C:26]([NH:25][C:1](=[O:24])[CH2:2][CH2:3]/[CH:4]=[CH:5]\[CH2:6]/[CH:7]=[CH:8]\[CH2:9]/[CH:10]=[CH:11]\[CH2:12]/[CH:13]=[CH:14]\[CH2:15]/[CH:16]=[CH:17]\[CH2:18]/[CH:19]=[CH:20]\[CH2:21][CH3:22])=[CH:27][CH:28]=1. The yield is 0.910.